This data is from Catalyst prediction with 721,799 reactions and 888 catalyst types from USPTO. The task is: Predict which catalyst facilitates the given reaction. (1) Reactant: C[O:2][C:3]1([O:35]C)[C:11](=[O:12])[C:10]2[C:5](=[CH:6][CH:7]=[C:8]([C:13]3[CH:18]=[CH:17][CH:16]=[C:15]([C:19]4[CH:20]=[C:21]5[C:25](=[CH:26][CH:27]=4)[C:24](=[O:28])[C:23]([O:31]C)([O:29]C)[C:22]5=[O:33])[CH:14]=3)[CH:9]=2)[C:4]1=[O:34].C(O)(=O)C.Br. Product: [OH:31][C:23]1([OH:29])[C:22](=[O:33])[C:21]2[C:25](=[CH:26][CH:27]=[C:19]([C:15]3[CH:16]=[CH:17][CH:18]=[C:13]([C:8]4[CH:9]=[C:10]5[C:5](=[CH:6][CH:7]=4)[C:4](=[O:34])[C:3]([OH:2])([OH:35])[C:11]5=[O:12])[CH:14]=3)[CH:20]=2)[C:24]1=[O:28]. The catalyst class is: 6. (2) Reactant: OCC(C)(CO)C.C([O:15][CH2:16][CH:17]([CH2:22][CH3:23])[CH2:18][CH2:19][CH2:20][CH3:21])(=O)CCCCC([O:15][CH2:16][CH:17]([CH2:22][CH3:23])[CH2:18][CH2:19][CH2:20][CH3:21])=O.C[O-].[Na+]. Product: [CH2:22]([CH:17]([CH2:18][CH2:19][CH2:20][CH3:21])[CH2:16][OH:15])[CH3:23]. The catalyst class is: 5. (3) Reactant: [C:1]([O:5][C:6]([N:8]1[CH2:15][CH2:14][CH2:13][C@H:9]1[C:10]([OH:12])=O)=[O:7])([CH3:4])([CH3:3])[CH3:2].C1C=CC2N(O)N=NC=2C=1.[CH2:26]([NH2:33])[C:27]1[CH:32]=[CH:31][CH:30]=[CH:29][CH:28]=1.C(Cl)CCl.CN1CCOCC1. Product: [C:1]([O:5][C:6]([N:8]1[CH2:15][CH2:14][CH2:13][C@H:9]1[C:10]([NH:33][CH2:26][C:27]1[CH:32]=[CH:31][CH:30]=[CH:29][CH:28]=1)=[O:12])=[O:7])([CH3:2])([CH3:3])[CH3:4]. The catalyst class is: 79. (4) Reactant: OO.C(O[C:10]([C:12](F)(F)F)=[O:11])(C(F)(F)F)=O.N1(CCCCNC2N=[N+:29]([O-:40])[C:30]3[CH:39]=[C:38]4[C:34]([CH2:35][CH2:36][CH2:37]4)=[CH:33][C:31]=3[N:32]=2)CCOCC1.C(O)(C(F)(F)F)=[O:42].N. Product: [N+:29]([C:30]1[CH:39]=[C:38]2[C:34]([CH2:35][CH2:36][CH2:37]2)=[CH:33][C:31]=1[NH:32][C:10](=[O:11])[CH3:12])([O-:40])=[O:42]. The catalyst class is: 2. (5) Reactant: [Br:1][C:2]1[CH:27]=[C:26]([CH3:28])[C:5]([O:6][C:7]2[C:12]([N+:13]([O-:15])=[O:14])=[C:11]([CH3:16])[N:10]=[C:9]([NH:17][C:18]3[CH:25]=[CH:24][C:21]([C:22]#[N:23])=[CH:20][CH:19]=3)[N:8]=2)=[C:4]([CH3:29])[CH:3]=1.C(O[CH:35](N(C)C)[N:36]([CH3:38])[CH3:37])(C)(C)C. Product: [Br:1][C:2]1[CH:27]=[C:26]([CH3:28])[C:5]([O:6][C:7]2[C:12]([N+:13]([O-:15])=[O:14])=[C:11](/[CH:16]=[CH:35]/[N:36]([CH3:38])[CH3:37])[N:10]=[C:9]([NH:17][C:18]3[CH:25]=[CH:24][C:21]([C:22]#[N:23])=[CH:20][CH:19]=3)[N:8]=2)=[C:4]([CH3:29])[CH:3]=1. The catalyst class is: 3.